This data is from Reaction yield outcomes from USPTO patents with 853,638 reactions. The task is: Predict the reaction yield, written as a fraction of the theoretical maximum amount of product (1.0 means a 100% yield; for example, 0.34 means a 34% yield). (1) The reactants are [NH2:1][C:2]1[CH:7]=[C:6]([C:8]2[S:9][CH:10]=[CH:11][CH:12]=2)[CH:5]=[CH:4][C:3]=1[NH:13][C:14](=[O:20])[O:15][C:16]([CH3:19])([CH3:18])[CH3:17].[CH3:21][N:22]([CH3:26])[C:23](Cl)=[O:24]. The catalyst is N1C=CC=CC=1.C1(C)C=CC=CC=1.O. The product is [CH3:21][N:22]([CH3:26])[C:23](=[O:24])[NH:1][C:2]1[CH:7]=[C:6]([C:8]2[S:9][CH:10]=[CH:11][CH:12]=2)[CH:5]=[CH:4][C:3]=1[NH:13][C:14](=[O:20])[O:15][C:16]([CH3:17])([CH3:19])[CH3:18]. The yield is 0.800. (2) The reactants are [Cl:1][C:2]1[N:10](CC=C)[C:9]2[C:8](=[O:14])[NH:7][C:6](=[O:15])[N:5]([CH2:16][CH2:17][CH2:18][CH2:19][CH3:20])[C:4]=2[N:3]=1.CS(C)=O.N1CCOCC1. The catalyst is C1COCC1.CCOC(C)=O.[Pd].C1(P(C2C=CC=CC=2)C2C=CC=CC=2)C=CC=CC=1.C1(P(C2C=CC=CC=2)C2C=CC=CC=2)C=CC=CC=1.C1(P(C2C=CC=CC=2)C2C=CC=CC=2)C=CC=CC=1.C1(P(C2C=CC=CC=2)C2C=CC=CC=2)C=CC=CC=1. The product is [Cl:1][C:2]1[NH:10][C:9]2[C:8](=[O:14])[NH:7][C:6](=[O:15])[N:5]([CH2:16][CH2:17][CH2:18][CH2:19][CH3:20])[C:4]=2[N:3]=1. The yield is 0.330. (3) The catalyst is O.C(OCC)(=O)C. The yield is 0.310. The product is [Br:12][C:9]1[C:4]([C:5]([O:7][CH3:8])=[O:6])=[C:3]([N+:13]([O-:15])=[O:14])[C:2]([NH:1][CH:24]([CH2:17][C:18]([O:20][CH2:21][CH3:22])=[O:19])[CH3:27])=[CH:11][CH:10]=1. The reactants are [NH2:1][C:2]1[C:3]([N+:13]([O-:15])=[O:14])=[C:4]([C:9]([Br:12])=[CH:10][CH:11]=1)[C:5]([O:7][CH3:8])=[O:6].Br[C:17]([CH3:24])(C)[C:18]([O:20][CH2:21][CH3:22])=[O:19].[I-].[K+].[C:27](=O)([O-])[O-].[Cs+].[Cs+]. (4) The product is [C:15]1([C:14]2[N:12]([NH2:13])[C:7]3([CH2:11][CH2:10][CH2:9][CH2:8]3)[O:22][N:21]=2)[CH:20]=[CH:19][CH:18]=[CH:17][CH:16]=1. The reactants are C([O-])([O-])=O.[K+].[K+].[C:7]1(=[N:12][NH2:13])[CH2:11][CH2:10][CH2:9][CH2:8]1.[C:14](Cl)(=[N:21][OH:22])[C:15]1[CH:20]=[CH:19][CH:18]=[CH:17][CH:16]=1. The catalyst is O.C(Cl)Cl. The yield is 0.500. (5) The reactants are [NH2:1][C:2]1[CH:3]=[C:4]([C:8]#[C:9][C:10]2[N:11]([CH2:23][CH3:24])[C:12]3[C:17]([C:18]=2[C:19]#[N:20])=[CH:16][CH:15]=[C:14]([O:21][CH3:22])[CH:13]=3)[CH:5]=[CH:6][CH:7]=1.[CH2:25]([N:27]=[C:28]=[O:29])[CH3:26]. The catalyst is N1C=CC=CC=1.CCOC(C)=O. The product is [C:19]([C:18]1[C:17]2[C:12](=[CH:13][C:14]([O:21][CH3:22])=[CH:15][CH:16]=2)[N:11]([CH2:23][CH3:24])[C:10]=1[C:9]#[C:8][C:4]1[CH:3]=[C:2]([NH:1][C:28]([NH:27][CH2:25][CH3:26])=[O:29])[CH:7]=[CH:6][CH:5]=1)#[N:20]. The yield is 0.360. (6) The reactants are [Cl:1][C:2]1[C:3]([F:12])=[C:4]([CH:8]=[CH:9][C:10]=1[F:11])[C:5]([OH:7])=[O:6].OS(O)(=O)=O.[N+:18]([O-])([OH:20])=[O:19]. No catalyst specified. The product is [Cl:1][C:2]1[C:3]([F:12])=[C:4]([CH:8]=[C:9]([N+:18]([O-:20])=[O:19])[C:10]=1[F:11])[C:5]([OH:7])=[O:6]. The yield is 0.950. (7) The yield is 0.820. The catalyst is C(OCC)(=O)C. The reactants are [CH2:1]([C:5]1[N:6]=[CH:7][NH:8][C:9](=[O:26])[C:10]=1[CH2:11][C:12]1[CH:17]=[CH:16][C:15]([C:18]2[C:19]([C:24]#[N:25])=[CH:20][CH:21]=[CH:22][CH:23]=2)=[CH:14][CH:13]=1)[CH2:2][CH2:3][CH3:4].[H-].[Na+].CN(C)C=O.Br[CH2:35][C:36]1[CH:41]=[CH:40][C:39]([F:42])=[CH:38][CH:37]=1. The product is [CH2:1]([C:5]1[N:6]=[CH:7][N:8]([CH2:35][C:36]2[CH:41]=[CH:40][C:39]([F:42])=[CH:38][CH:37]=2)[C:9](=[O:26])[C:10]=1[CH2:11][C:12]1[CH:17]=[CH:16][C:15]([C:18]2[C:19]([C:24]#[N:25])=[CH:20][CH:21]=[CH:22][CH:23]=2)=[CH:14][CH:13]=1)[CH2:2][CH2:3][CH3:4]. (8) The yield is 0.360. The catalyst is C1COCC1.[OH-].[Na+].O.CN(C=O)C. The reactants are [F:1][C:2]([F:22])([F:21])[O:3][C:4]1[CH:20]=[CH:19][C:7]([CH2:8][C:9]2[O:13][N:12]=[C:11]([C:14]([O:16]CC)=O)[N:10]=2)=[CH:6][CH:5]=1.Cl.[Cl:24][C:25]1[CH:26]=[C:27]2[C:31](=[CH:32][CH:33]=1)[NH:30][CH:29]=[C:28]2[CH2:34][CH2:35][NH2:36].CN(C(ON1N=NC2C=CC=NC1=2)=[N+](C)C)C.F[P-](F)(F)(F)(F)F.C(N(CC)C(C)C)(C)C. The product is [Cl:24][C:25]1[CH:26]=[C:27]2[C:31](=[CH:32][CH:33]=1)[NH:30][CH:29]=[C:28]2[CH2:34][CH2:35][NH:36][C:14]([C:11]1[N:10]=[C:9]([CH2:8][C:7]2[CH:6]=[CH:5][C:4]([O:3][C:2]([F:1])([F:21])[F:22])=[CH:20][CH:19]=2)[O:13][N:12]=1)=[O:16].